This data is from Catalyst prediction with 721,799 reactions and 888 catalyst types from USPTO. The task is: Predict which catalyst facilitates the given reaction. (1) Reactant: [C:1]([O:5][C:6](=[O:15])[NH:7][C:8]1[CH:13]=[C:12]([CH3:14])[CH:11]=[CH:10][N:9]=1)([CH3:4])([CH3:3])[CH3:2].[Li]CCCC.[C:21]1([C:27]([C:29]2[CH:34]=[CH:33][CH:32]=[CH:31][C:30]=2[CH3:35])=[O:28])[CH:26]=[CH:25][CH:24]=[CH:23][CH:22]=1.[NH4+].[Cl-]. Product: [C:1]([O:5][C:6](=[O:15])[NH:7][C:8]1[CH:13]=[C:12]([CH2:14][C:27]([OH:28])([C:21]2[CH:26]=[CH:25][CH:24]=[CH:23][CH:22]=2)[C:29]2[CH:34]=[CH:33][CH:32]=[CH:31][C:30]=2[CH3:35])[CH:11]=[CH:10][N:9]=1)([CH3:4])([CH3:3])[CH3:2]. The catalyst class is: 249. (2) Product: [Br:1][C:2]1[CH:3]=[C:4]2[C:10]([CH3:11])=[C:9]([CH3:12])[NH:8][C:5]2=[N:6][CH:7]=1. The catalyst class is: 36. Reactant: [Br:1][C:2]1[CH:3]=[C:4]2[C:10]([CH3:11])=[C:9]([CH3:12])[N:8](S(C3C=CC=CC=3)(=O)=O)[C:5]2=[N:6][CH:7]=1.[OH-].[Na+].CCOC(C)=O. (3) Reactant: [Cl:1][C:2]1[CH:7]=[C:6]([OH:8])[CH:5]=[CH:4][C:3]=1[NH:9][C:10](=[O:19])[C:11]1[CH:16]=[CH:15][C:14]([O:17][CH3:18])=[CH:13][CH:12]=1.[C:20](=O)([O-])[O-].[K+].[K+].CI.Cl. Product: [Cl:1][C:2]1[CH:7]=[C:6]([O:8][CH3:20])[CH:5]=[CH:4][C:3]=1[NH:9][C:10](=[O:19])[C:11]1[CH:16]=[CH:15][C:14]([O:17][CH3:18])=[CH:13][CH:12]=1. The catalyst class is: 3. (4) Reactant: [OH:1][C:2]([C:4]([F:7])([F:6])[F:5])=[O:3].[CH:8]1([NH:11][C:12]2[N:13]=[C:14]3[CH2:36][CH2:35][NH:34][CH:33]([CH3:37])[C:15]3=[N:16][C:17]=2[N:18]2[CH2:23][CH2:22][CH:21]([O:24][C:25]3[CH:30]=[CH:29][C:28]([F:31])=[CH:27][C:26]=3[F:32])[CH2:20][CH2:19]2)[CH2:10][CH2:9]1.C=O.CCN(C(C)C)C(C)C.C(O[BH-](OC(=O)C)OC(=O)C)(=O)C.[Na+]. Product: [CH:8]1([NH:11][C:12]2[N:13]=[C:14]3[CH2:36][CH2:35][N:34]([CH3:2])[CH:33]([CH3:37])[C:15]3=[N:16][C:17]=2[N:18]2[CH2:19][CH2:20][CH:21]([O:24][C:25]3[CH:30]=[CH:29][C:28]([F:31])=[CH:27][C:26]=3[F:32])[CH2:22][CH2:23]2)[CH2:10][CH2:9]1.[C:2]([OH:3])([C:4]([F:7])([F:6])[F:5])=[O:1]. The catalyst class is: 2.